The task is: Predict which catalyst facilitates the given reaction.. This data is from Catalyst prediction with 721,799 reactions and 888 catalyst types from USPTO. (1) Reactant: [C:1]([Si:5]([CH3:18])([CH3:17])[O:6][CH2:7][C:8]([CH3:16])([CH3:15])[CH2:9]OS(C)(=O)=O)([CH3:4])([CH3:3])[CH3:2].[C-:19]#[N:20].[K+].O. Product: [C:1]([Si:5]([CH3:18])([CH3:17])[O:6][CH2:7][C:8]([CH3:16])([CH3:15])[CH2:9][C:19]#[N:20])([CH3:4])([CH3:3])[CH3:2]. The catalyst class is: 16. (2) Reactant: [C:1]([C:3]([C:6]1[CH:7]=[C:8]2[C:12](=[CH:13][CH:14]=1)[CH:11]([NH:15][C:16]([NH:18][C:19]1[CH:27]=[CH:26][CH:25]=[C:24]3[C:20]=1[CH:21]=[N:22][NH:23]3)=[O:17])[CH2:10][CH2:9]2)([CH3:5])[CH3:4])#[N:2]. Product: [C:1]([C:3]([C:6]1[CH:7]=[C:8]2[C:12](=[CH:13][CH:14]=1)[C@H:11]([NH:15][C:16]([NH:18][C:19]1[CH:27]=[CH:26][CH:25]=[C:24]3[C:20]=1[CH:21]=[N:22][NH:23]3)=[O:17])[CH2:10][CH2:9]2)([CH3:5])[CH3:4])#[N:2]. The catalyst class is: 5.